Task: Predict the reactants needed to synthesize the given product.. Dataset: Full USPTO retrosynthesis dataset with 1.9M reactions from patents (1976-2016) (1) Given the product [Cl:1][C:2]1[CH:9]=[CH:8][CH:7]=[C:6]([Cl:10])[C:3]=1/[CH:4]=[CH:11]/[C:12](=[O:13])[CH3:14], predict the reactants needed to synthesize it. The reactants are: [Cl:1][C:2]1[CH:9]=[CH:8][CH:7]=[C:6]([Cl:10])[C:3]=1[CH:4]=O.[CH3:11][C:12]([CH3:14])=[O:13].[OH-].[Na+]. (2) Given the product [CH:1]1([CH2:4][O:5][C:6]2([C:21]3[CH:26]=[CH:25][C:24]([F:27])=[CH:23][CH:22]=3)[CH2:7][CH2:8][C:9]([C:15]3[CH:16]=[CH:17][CH:18]=[CH:19][CH:20]=3)([C:12]([O-:14])=[O:13])[CH2:10][CH2:11]2)[CH2:3][CH2:2]1.[Na+:29], predict the reactants needed to synthesize it. The reactants are: [CH:1]1([CH2:4][O:5][C:6]2([C:21]3[CH:26]=[CH:25][C:24]([F:27])=[CH:23][CH:22]=3)[CH2:11][CH2:10][C:9]([C:15]3[CH:20]=[CH:19][CH:18]=[CH:17][CH:16]=3)([C:12]([OH:14])=[O:13])[CH2:8][CH2:7]2)[CH2:3][CH2:2]1.[OH-].[Na+:29]. (3) Given the product [Cl:22][C:23]1[N:28]=[C:27]([NH:14][CH:11]2[CH2:10][CH2:9][N:8]([CH2:7][C:6]3[CH:15]=[CH:16][C:17]([O:18][CH3:19])=[C:4]([O:3][CH2:1][CH3:2])[CH:5]=3)[CH2:13][CH2:12]2)[CH:26]=[CH:25][N:24]=1, predict the reactants needed to synthesize it. The reactants are: [CH2:1]([O:3][C:4]1[CH:5]=[C:6]([CH:15]=[CH:16][C:17]=1[O:18][CH3:19])[CH2:7][N:8]1[CH2:13][CH2:12][CH:11]([NH2:14])[CH2:10][CH2:9]1)[CH3:2].[H-].[Na+].[Cl:22][C:23]1[N:28]=[C:27](Cl)[CH:26]=[CH:25][N:24]=1. (4) Given the product [Cl:18][C:10]1[C:11]2[C:16](=[CH:15][CH:14]=[C:13]([Cl:17])[CH:12]=2)[C:7]([C:32]2[CH:33]=[C:34]([CH3:24])[CH:35]=[C:30]([CH3:36])[CH:31]=2)=[N:8][CH:9]=1, predict the reactants needed to synthesize it. The reactants are: FC(F)(F)S(O[C:7]1[C:16]2[C:11](=[CH:12][C:13]([Cl:17])=[CH:14][CH:15]=2)[C:10]([Cl:18])=[CH:9][N:8]=1)(=O)=O.B(O)O.[C:24](=O)([O-])[O-].[K+].[K+].[C:30]1([CH3:36])[CH:35]=[CH:34][CH:33]=[CH:32][CH:31]=1. (5) Given the product [C:1]1([N:7]2[CH:17]=[C:16]([CH2:15][OH:18])[N:9]=[N:8]2)[CH:6]=[CH:5][CH:4]=[CH:3][CH:2]=1, predict the reactants needed to synthesize it. The reactants are: [C:1]1([N:7]=[N+:8]=[N-:9])[CH:6]=[CH:5][CH:4]=[CH:3][CH:2]=1.C(OCC)C.[CH2:15]([OH:18])[C:16]#[CH:17]. (6) Given the product [OH:12][C:4]1[CH:3]=[C:2]2[C:10]([N:11]=[C:22]([C:24]3[CH:29]=[CH:28][C:27]([O:30][CH3:31])=[CH:26][CH:25]=3)[C:21]([C:18]3[CH:17]=[CH:16][C:15]([O:14][CH3:13])=[CH:20][CH:19]=3)=[N:1]2)=[CH:9][C:5]=1[C:6]([OH:8])=[O:7], predict the reactants needed to synthesize it. The reactants are: [NH2:1][C:2]1[C:10]([NH2:11])=[CH:9][C:5]([C:6]([OH:8])=[O:7])=[C:4]([OH:12])[CH:3]=1.[CH3:13][O:14][C:15]1[CH:20]=[CH:19][C:18]([C:21](=O)[C:22]([C:24]2[CH:29]=[CH:28][C:27]([O:30][CH3:31])=[CH:26][CH:25]=2)=O)=[CH:17][CH:16]=1.